The task is: Regression. Given a peptide amino acid sequence and an MHC pseudo amino acid sequence, predict their binding affinity value. This is MHC class I binding data.. This data is from Peptide-MHC class I binding affinity with 185,985 pairs from IEDB/IMGT. (1) The peptide sequence is FRFEVKKRD. The MHC is HLA-A02:03 with pseudo-sequence HLA-A02:03. The binding affinity (normalized) is 0.0594. (2) The peptide sequence is RKLGWWLKL. The MHC is HLA-A26:02 with pseudo-sequence HLA-A26:02. The binding affinity (normalized) is 0.0847.